From a dataset of Full USPTO retrosynthesis dataset with 1.9M reactions from patents (1976-2016). Predict the reactants needed to synthesize the given product. (1) Given the product [O:19]=[C:18]([C:2]1[CH:3]=[C:4]2[C:9](=[CH:10][CH:11]=1)[N:8]=[CH:7][CH:6]=[CH:5]2)[C:17]([O:16][CH2:14][CH3:15])=[O:23], predict the reactants needed to synthesize it. The reactants are: I[C:2]1[CH:3]=[C:4]2[C:9](=[CH:10][CH:11]=1)[N:8]=[CH:7][CH:6]=[CH:5]2.[Li+].[Cl-].[CH2:14]([O:16][C:17](=[O:23])[C:18](OCC)=[O:19])[CH3:15]. (2) Given the product [F:1][C:2]1[C:3]([NH:10][C:11]2[C:16]([C:17]3[N:25]=[CH:24][N:23]=[C:22]4[C:18]=3[N:19]=[CH:20][N:21]4[CH:26]3[CH2:31][CH2:30][CH2:29][CH2:28][O:27]3)=[CH:15][CH:14]=[CH:13][N:12]=2)=[C:4]([F:9])[CH:5]=[CH:6][C:7]=1[NH:8][S:35]([CH2:32][CH2:33][CH3:34])(=[O:37])=[O:36], predict the reactants needed to synthesize it. The reactants are: [F:1][C:2]1[C:7]([NH2:8])=[CH:6][CH:5]=[C:4]([F:9])[C:3]=1[NH:10][C:11]1[C:16]([C:17]2[N:25]=[CH:24][N:23]=[C:22]3[C:18]=2[N:19]=[CH:20][N:21]3[CH:26]2[CH2:31][CH2:30][CH2:29][CH2:28][O:27]2)=[CH:15][CH:14]=[CH:13][N:12]=1.[CH2:32]([S:35](Cl)(=[O:37])=[O:36])[CH2:33][CH3:34].N1C=CC=CC=1. (3) Given the product [C:1]([N:4]1[C:13]2[C:8](=[CH:9][C:10]([C:14]([NH:37][OH:36])=[O:16])=[CH:11][CH:12]=2)[C@H:7]([NH:17][C:18]2[N:23]=[C:22]([CH3:24])[CH:21]=[CH:20][N:19]=2)[C@@H:6]([CH3:25])[C@@H:5]1[CH:26]1[CH2:27][CH2:28]1)(=[O:3])[CH3:2], predict the reactants needed to synthesize it. The reactants are: [C:1]([N:4]1[C:13]2[C:8](=[CH:9][C:10]([C:14]([OH:16])=O)=[CH:11][CH:12]=2)[C@H:7]([NH:17][C:18]2[N:23]=[C:22]([CH3:24])[CH:21]=[CH:20][N:19]=2)[C@@H:6]([CH3:25])[C@@H:5]1[CH:26]1[CH2:28][CH2:27]1)(=[O:3])[CH3:2].CN(C([O:36][N:37]1N=NC2C=CC=NC1=2)=[N+](C)C)C.F[P-](F)(F)(F)(F)F.CCN(C(C)C)C(C)C.Cl.NO. (4) Given the product [CH2:47]([O:46][N:45]=[C:13]([C:15]1[CH:20]=[CH:19][C:18]([O:21][CH3:22])=[CH:17][CH:16]=1)[CH2:12][N:9]1[C:10](=[O:11])[C:5]2[CH:4]=[C:3]([CH2:1][CH3:2])[S:43][C:6]=2[N:7]([CH2:24][C:25]2[CH:26]=[CH:27][C:28]([C:31]3[CH:36]=[CH:35][CH:34]=[CH:33][C:32]=3[C:37]3[NH:41][C:40](=[O:42])[O:39][N:38]=3)=[CH:29][CH:30]=2)[C:8]1=[O:23])[CH3:48], predict the reactants needed to synthesize it. The reactants are: [CH2:1]([C:3]1[S:43][C:6]2[N:7]([CH2:24][C:25]3[CH:30]=[CH:29][C:28]([C:31]4[CH:36]=[CH:35][CH:34]=[CH:33][C:32]=4[C:37]4[NH:41][C:40](=[O:42])[O:39][N:38]=4)=[CH:27][CH:26]=3)[C:8](=[O:23])[N:9]([CH2:12][C:13]([C:15]3[CH:20]=[CH:19][C:18]([O:21][CH3:22])=[CH:17][CH:16]=3)=O)[C:10](=[O:11])[C:5]=2[CH:4]=1)[CH3:2].Cl.[NH2:45][O:46][CH2:47][CH3:48].N1C=CC=CC=1.Cl. (5) Given the product [CH2:15]([NH:2][CH2:3][C:4]1[CH:9]=[CH:8][C:7]([C:10]([CH3:11])([CH3:13])[CH3:12])=[CH:6][C:5]=1[OH:14])[C:16]1[CH:21]=[CH:20][CH:19]=[CH:18][CH:17]=1, predict the reactants needed to synthesize it. The reactants are: Cl.[NH2:2][CH2:3][C:4]1[CH:9]=[CH:8][C:7]([C:10]([CH3:13])([CH3:12])[CH3:11])=[CH:6][C:5]=1[OH:14].[CH:15](=O)[C:16]1[CH:21]=[CH:20][CH:19]=[CH:18][CH:17]=1.C(O)(=O)C.C(O[BH-](OC(=O)C)OC(=O)C)(=O)C.[Na+]. (6) Given the product [NH2:1][C:4]1[CH:5]=[CH:6][C:7]([O:8][CH2:9][C:10]([O:12][C:13]([CH3:14])([CH3:16])[CH3:15])=[O:11])=[CH:17][CH:18]=1, predict the reactants needed to synthesize it. The reactants are: [N+:1]([C:4]1[CH:18]=[CH:17][C:7]([O:8][CH2:9][C:10]([O:12][C:13]([CH3:16])([CH3:15])[CH3:14])=[O:11])=[CH:6][CH:5]=1)([O-])=O.[H][H]. (7) Given the product [NH2:21][CH2:20][C:17]1[CH:18]=[CH:19][C:14]([CH2:13][N:10]2[CH2:9][CH2:8][N:7]([C:2]3[N:1]=[CH:6][CH:5]=[CH:4][N:3]=3)[CH2:12][CH2:11]2)=[CH:15][CH:16]=1, predict the reactants needed to synthesize it. The reactants are: [N:1]1[CH:6]=[CH:5][CH:4]=[N:3][C:2]=1[N:7]1[CH2:12][CH2:11][N:10]([CH2:13][C:14]2[CH:19]=[CH:18][C:17]([CH2:20][NH:21]C(=O)C)=[CH:16][CH:15]=2)[CH2:9][CH2:8]1.[OH-].[Na+].